This data is from Full USPTO retrosynthesis dataset with 1.9M reactions from patents (1976-2016). The task is: Predict the reactants needed to synthesize the given product. (1) The reactants are: [Br:1][C:2]1[CH:8]=[C:7]([F:9])[CH:6]=[CH:5][C:3]=1[NH2:4].[Na+].[N+]([C:14]1[CH:15]=C(S([O-])(=O)=O)C=C[CH:19]=1)([O-])=O.S(=O)(=O)(O)O. Given the product [F:9][C:7]1[CH:6]=[C:5]2[C:3](=[C:2]([Br:1])[CH:8]=1)[N:4]=[CH:15][CH:14]=[CH:19]2, predict the reactants needed to synthesize it. (2) Given the product [Br:3][C:4]1[CH:5]=[C:6]([CH:7]=[C:8]([Br:21])[C:9]=1[O:10][C:11]1[CH:16]=[CH:15][C:14]([OH:17])=[C:13]([CH:18]([CH3:20])[CH3:19])[CH:12]=1)[O:22][CH2:34][P:35](=[O:40])([O:38][CH3:39])[O:36][CH3:37], predict the reactants needed to synthesize it. The reactants are: [H-].[Na+].[Br:3][C:4]1[CH:5]=[C:6]([OH:22])[CH:7]=[C:8]([Br:21])[C:9]=1[O:10][C:11]1[CH:16]=[CH:15][C:14]([OH:17])=[C:13]([CH:18]([CH3:20])[CH3:19])[CH:12]=1.ClC1C=CC(S(O[CH2:34][P:35](=[O:40])([O:38][CH3:39])[O:36][CH3:37])(=O)=O)=CC=1. (3) Given the product [CH3:1][S:2]([N:5]1[CH2:6][CH2:7][CH:8]([CH2:11][N:12]2[C:20]3[C:15](=[CH:16][C:17]([C:21]4[CH:25]=[N:24][NH:23][CH:22]=4)=[CH:18][CH:19]=3)[CH:14]=[CH:13]2)[CH2:9][CH2:10]1)(=[O:4])=[O:3], predict the reactants needed to synthesize it. The reactants are: [CH3:1][S:2]([N:5]1[CH2:10][CH2:9][CH:8]([CH2:11][N:12]2[C:20]3[C:15](=[CH:16][C:17]([C:21]4[CH:22]=[N:23][N:24](C5CCCCO5)[CH:25]=4)=[CH:18][CH:19]=3)[CH:14]=[CH:13]2)[CH2:7][CH2:6]1)(=[O:4])=[O:3].O.C1(C)C=CC(S(O)(=O)=O)=CC=1. (4) Given the product [O:25]=[C:22]1[O:23][CH2:24][C:20]([N:14]2[C:13](=[O:16])[CH2:12][C:11]3([CH2:10][CH2:9][NH:8][CH2:18][CH2:17]3)[CH2:15]2)=[CH:21]1, predict the reactants needed to synthesize it. The reactants are: C(OC([N:8]1[CH2:18][CH2:17][C:11]2([CH2:15][NH:14][C:13](=[O:16])[CH2:12]2)[CH2:10][CH2:9]1)=O)(C)(C)C.Br[C:20]1[CH2:24][O:23][C:22](=[O:25])[CH:21]=1.O=C1OCC(N2CCCC3(CCNCC3)C2=O)=C1. (5) Given the product [Br:6][C:7]1[C:8]([O:15]/[C:3](/[Cl:5])=[CH:2]/[Cl:1])=[C:9]([CH:12]=[CH:13][CH:14]=1)[CH:10]=[O:11], predict the reactants needed to synthesize it. The reactants are: [Cl:1][CH:2]=[C:3]([Cl:5])Cl.[Br:6][C:7]1[C:8]([OH:15])=[C:9]([CH:12]=[CH:13][CH:14]=1)[CH:10]=[O:11].C([O-])([O-])=O.[K+].[K+]. (6) The reactants are: [CH3:1][O:2][C:3]1[CH:4]=[C:5]2[C:10](=[CH:11][C:12]=1[O:13][CH3:14])[N:9]=[CH:8][CH:7]=[C:6]2[O:15][C:16]1[C:22]([CH3:23])=[CH:21][C:19]([NH2:20])=[C:18]([CH3:24])[CH:17]=1.Cl[C:26](Cl)([O:28]C(=O)OC(Cl)(Cl)Cl)Cl.[CH3:37][CH2:38][CH2:39][CH:40]([OH:44])[CH2:41][CH2:42][CH3:43].C(=O)(O)[O-].[Na+]. Given the product [CH3:1][O:2][C:3]1[CH:4]=[C:5]2[C:10](=[CH:11][C:12]=1[O:13][CH3:14])[N:9]=[CH:8][CH:7]=[C:6]2[O:15][C:16]1[C:22]([CH3:23])=[CH:21][C:19]([NH:20][C:26](=[O:28])[O:44][CH:40]([CH2:41][CH2:42][CH3:43])[CH2:39][CH2:38][CH3:37])=[C:18]([CH3:24])[CH:17]=1, predict the reactants needed to synthesize it. (7) Given the product [CH2:17]([O:2][C:1]1[CH:8]=[CH:7][CH:6]=[CH:5][C:3]=1[OH:4])[CH:16]=[CH2:15], predict the reactants needed to synthesize it. The reactants are: [C:1]1([C:3](=[CH:5][CH:6]=[CH:7][CH:8]=1)[OH:4])[OH:2].C(=O)([O-])[O-].[K+].[K+].[CH2:15](Br)[CH:16]=[CH2:17].O.